Task: Predict the reactants needed to synthesize the given product.. Dataset: Full USPTO retrosynthesis dataset with 1.9M reactions from patents (1976-2016) (1) Given the product [F:31][C:4]([F:30])([F:3])[C:5]1[CH:29]=[CH:28][C:8]2[NH:9][C:10]3[CH:27]=[CH:26][CH:25]=[CH:24][C:11]=3[N:12]=[C:13]([N:14]3[CH2:19][CH2:18][N:17]([CH3:32])[C@@H:16]([CH2:20][CH2:21][O:22][CH3:23])[CH2:15]3)[C:7]=2[CH:6]=1, predict the reactants needed to synthesize it. The reactants are: C=O.[F:3][C:4]([F:31])([F:30])[C:5]1[CH:29]=[CH:28][C:8]2[NH:9][C:10]3[CH:27]=[CH:26][CH:25]=[CH:24][C:11]=3[N:12]=[C:13]([N:14]3[CH2:19][CH2:18][NH:17][C@@H:16]([CH2:20][CH2:21][O:22][CH3:23])[CH2:15]3)[C:7]=2[CH:6]=1.[C:32](O[BH-](OC(=O)C)OC(=O)C)(=O)C.[Na+]. (2) Given the product [F:13][C:10]1[CH:11]=[CH:12][C:7]([C:6]2[N:5]([CH2:14][CH2:15][C:16]3[CH:21]=[CH:20][CH:19]=[CH:18][CH:17]=3)[N:4]=[C:3]([CH3:22])[C:2]=2[C:31]2[CH:32]=[CH:33][C:34]3[O:39][CH2:38][C:37](=[O:40])[NH:36][C:35]=3[CH:41]=2)=[CH:8][CH:9]=1, predict the reactants needed to synthesize it. The reactants are: Br[C:2]1[C:3]([CH3:22])=[N:4][N:5]([CH2:14][CH2:15][C:16]2[CH:21]=[CH:20][CH:19]=[CH:18][CH:17]=2)[C:6]=1[C:7]1[CH:12]=[CH:11][C:10]([F:13])=[CH:9][CH:8]=1.CC1(C)C(C)(C)OB([C:31]2[CH:32]=[CH:33][C:34]3[O:39][CH2:38][C:37](=[O:40])[NH:36][C:35]=3[CH:41]=2)O1.C(=O)([O-])[O-].[Cs+].[Cs+]. (3) Given the product [F:7][CH2:11][CH2:12][CH2:13][CH2:14][CH2:15][C:16]([CH2:21][CH2:22][C:23]([F:26])([F:25])[F:24])([C:19]#[N:20])[C:17]#[N:18], predict the reactants needed to synthesize it. The reactants are: C(N(S(F)(F)[F:7])CC)C.O[CH2:11][CH2:12][CH2:13][CH2:14][CH2:15][C:16]([CH2:21][CH2:22][C:23]([F:26])([F:25])[F:24])([C:19]#[N:20])[C:17]#[N:18].O.